Dataset: Forward reaction prediction with 1.9M reactions from USPTO patents (1976-2016). Task: Predict the product of the given reaction. (1) Given the reactants I[C:2]1[CH:7]=[CH:6][N:5]=[C:4]([C:8]2([NH:11][C:12]([C:14]3([NH:17][C:18]([C:20]4[N:24]5[C@@:25]([CH2:38][C:39]6[CH:44]=[CH:43][C:42]([C:45]#[N:46])=[CH:41][CH:40]=6)([CH3:37])[C:26](=[O:36])[N:27]([C:28]6[CH:33]=[C:32]([Cl:34])[CH:31]=[C:30]([Cl:35])[CH:29]=6)[C:23]5=[N:22][CH:21]=4)=[O:19])[CH2:16][CH2:15]3)=[O:13])[CH2:10][CH2:9]2)[CH:3]=1.[CH3:47][S:48]([NH2:51])(=[O:50])=[O:49].N(CC(O)=O)C.P([O-])([O-])([O-])=O.[K+].[K+].[K+], predict the reaction product. The product is: [CH3:47][S:48]([NH:51][C:2]1[CH:7]=[CH:6][N:5]=[C:4]([C:8]2([NH:11][C:12]([C:14]3([NH:17][C:18]([C:20]4[N:24]5[C@@:25]([CH2:38][C:39]6[CH:44]=[CH:43][C:42]([C:45]#[N:46])=[CH:41][CH:40]=6)([CH3:37])[C:26](=[O:36])[N:27]([C:28]6[CH:33]=[C:32]([Cl:34])[CH:31]=[C:30]([Cl:35])[CH:29]=6)[C:23]5=[N:22][CH:21]=4)=[O:19])[CH2:16][CH2:15]3)=[O:13])[CH2:10][CH2:9]2)[CH:3]=1)(=[O:50])=[O:49]. (2) Given the reactants [C:1]1(=O)[C:9]2[C:4](=[CH:5][CH:6]=[CH:7][CH:8]=2)[CH2:3][CH2:2]1.[CH3:11][C:12]([S:15]([NH2:17])=[O:16])([CH3:14])[CH3:13], predict the reaction product. The product is: [C:1]1(=[N:17]/[S:15]([C:12]([CH3:14])([CH3:13])[CH3:11])=[O:16])/[CH2:2][CH2:3][C:4]2[C:9]/1=[CH:8][CH:7]=[CH:6][CH:5]=2.